From a dataset of Forward reaction prediction with 1.9M reactions from USPTO patents (1976-2016). Predict the product of the given reaction. Given the reactants CN(C)[CH:3]=[CH:4][C:5]([C:7]1[N:11]([CH:12]([CH3:14])[CH3:13])[C:10]([CH2:15][O:16][CH3:17])=[N:9][CH:8]=1)=O.C(=O)(O)O.[C:23]1([NH:29][C:30]([NH2:32])=[NH:31])[CH:28]=[CH:27][CH:26]=[CH:25][CH:24]=1.C[O-].[Na+], predict the reaction product. The product is: [NH:29]([C:30]1[N:32]=[C:5]([C:7]2[N:11]([CH:12]([CH3:14])[CH3:13])[C:10]([CH2:15][O:16][CH3:17])=[N:9][CH:8]=2)[CH:4]=[CH:3][N:31]=1)[C:23]1[CH:28]=[CH:27][CH:26]=[CH:25][CH:24]=1.